Dataset: Forward reaction prediction with 1.9M reactions from USPTO patents (1976-2016). Task: Predict the product of the given reaction. (1) Given the reactants F[C:2]1[C:3]([C:9]#[N:10])=[N:4][C:5]([F:8])=[CH:6][N:7]=1.C([O-])(=[O:13])C.[Na+].C(OCC)(=O)C.Cl, predict the reaction product. The product is: [F:8][C:5]1[N:4]=[C:3]([C:9]#[N:10])[C:2](=[O:13])[NH:7][CH:6]=1. (2) Given the reactants C([O:8][CH2:9][CH:10]1[CH2:15][O:14][CH:13]([CH2:16][O:17][C:18]2[CH:23]=[CH:22][CH:21]=[CH:20][CH:19]=2)[CH2:12][CH2:11]1)C1C=CC=CC=1.Cl.CO, predict the reaction product. The product is: [O:17]([CH2:16][CH:13]1[O:14][CH2:15][CH:10]([CH2:9][OH:8])[CH2:11][CH2:12]1)[C:18]1[CH:19]=[CH:20][CH:21]=[CH:22][CH:23]=1. (3) Given the reactants [NH2:1][C:2]1[C:7]([C:8]2[CH:17]=[CH:16][C:11]([C:12]([O:14]C)=[O:13])=[C:10]([F:18])[CH:9]=2)=[CH:6][C:5]([C:19]2[C:20]([CH3:27])=[N:21][N:22]([CH:24]([F:26])[F:25])[CH:23]=2)=[CH:4][N:3]=1.[Li+].[OH-].Cl, predict the reaction product. The product is: [NH2:1][C:2]1[C:7]([C:8]2[CH:17]=[CH:16][C:11]([C:12]([OH:14])=[O:13])=[C:10]([F:18])[CH:9]=2)=[CH:6][C:5]([C:19]2[C:20]([CH3:27])=[N:21][N:22]([CH:24]([F:26])[F:25])[CH:23]=2)=[CH:4][N:3]=1. (4) Given the reactants P(Cl)(Cl)(Cl)=O.[CH2:6]1[C:10]2=[CH:11][C:12]3[CH:13]=[CH:14][CH:15]=[N:16][C:17]=3[N:9]2[CH2:8][CH2:7]1.[OH-].[Na+].CC1C=CC([CH2:27][O:28]C(NNC(C2C=NC=CN=2)=O)=O)=CC=1, predict the reaction product. The product is: [CH2:6]1[C:10]2=[C:11]([CH:27]=[O:28])[C:12]3[CH:13]=[CH:14][CH:15]=[N:16][C:17]=3[N:9]2[CH2:8][CH2:7]1. (5) Given the reactants C[O:2][C:3](=[O:20])[C:4]1[CH:9]=[CH:8][C:7]([N+:10]([O-:12])=[O:11])=[CH:6][C:5]=1[C:13]1[CH:18]=[CH:17][CH:16]=[CH:15][C:14]=1[CH3:19].[OH-].[Na+].CO, predict the reaction product. The product is: [N+:10]([C:7]1[CH:8]=[CH:9][C:4]([C:3]([OH:20])=[O:2])=[C:5]([C:13]2[CH:18]=[CH:17][CH:16]=[CH:15][C:14]=2[CH3:19])[CH:6]=1)([O-:12])=[O:11]. (6) Given the reactants [F:1][C:2]1[C:3]([NH2:17])=[N:4][C:5]([O:8][CH2:9][C:10]2[CH:15]=[CH:14][C:13]([F:16])=[CH:12][CH:11]=2)=[N:6][CH:7]=1.CO[CH:20](OC)[N:21]([CH3:23])[CH3:22], predict the reaction product. The product is: [F:1][C:2]1[C:3]([N:17]=[CH:20][N:21]([CH3:23])[CH3:22])=[N:4][C:5]([O:8][CH2:9][C:10]2[CH:11]=[CH:12][C:13]([F:16])=[CH:14][CH:15]=2)=[N:6][CH:7]=1.